Dataset: Forward reaction prediction with 1.9M reactions from USPTO patents (1976-2016). Task: Predict the product of the given reaction. (1) Given the reactants [CH3:1][C:2]1[CH:7]=[CH:6][C:5](OS(C(F)(F)F)(=O)=O)=[C:4]([N+:16]([O-:18])=[O:17])[CH:3]=1.[SH:19][C:20]1[CH:25]=[CH:24][C:23]([NH:26][C:27](=[O:29])[CH3:28])=[CH:22][CH:21]=1, predict the reaction product. The product is: [CH3:1][C:2]1[CH:7]=[CH:6][C:5]([S:19][C:20]2[CH:21]=[CH:22][C:23]([NH:26][C:27](=[O:29])[CH3:28])=[CH:24][CH:25]=2)=[C:4]([N+:16]([O-:18])=[O:17])[CH:3]=1. (2) Given the reactants [NH2-].[Na+].[CH3:3][C:4]1[CH:9]=[CH:8][N:7]=[CH:6][CH:5]=1.[CH2:10](Cl)[CH2:11][CH2:12][CH2:13][CH2:14][CH2:15][CH2:16][CH2:17][CH2:18][CH2:19][CH2:20][CH2:21][CH2:22][CH2:23][CH2:24][CH2:25][CH2:26][CH3:27], predict the reaction product. The product is: [CH2:3]([C:4]1[CH:9]=[CH:8][N:7]=[CH:6][CH:5]=1)[CH2:27][CH2:26][CH2:25][CH2:24][CH2:23][CH2:22][CH2:21][CH2:20][CH2:19][CH2:18][CH2:17][CH2:16][CH2:15][CH2:14][CH2:13][CH2:12][CH2:11][CH3:10]. (3) Given the reactants [C:1]([O:5][C:6]([NH:8][CH2:9][CH2:10][CH2:11][O:12][C:13]1[CH:22]=[C:21]([O:23][CH3:24])[CH:20]=[CH:19][C:14]=1[C:15]([O:17]C)=[O:16])=[O:7])([CH3:4])([CH3:3])[CH3:2].O1CCCC1, predict the reaction product. The product is: [C:1]([O:5][C:6]([NH:8][CH2:9][CH2:10][CH2:11][O:12][C:13]1[CH:22]=[C:21]([O:23][CH3:24])[CH:20]=[CH:19][C:14]=1[C:15]([OH:17])=[O:16])=[O:7])([CH3:3])([CH3:4])[CH3:2].